This data is from Forward reaction prediction with 1.9M reactions from USPTO patents (1976-2016). The task is: Predict the product of the given reaction. (1) Given the reactants Br[CH:2]1[CH2:6][CH2:5][N:4]([C:7]2[CH:8]=[N:9][N:10]([C:15]3[CH:20]=[CH:19][C:18]([F:21])=[CH:17][CH:16]=3)[C:11]=2[CH:12]([CH3:14])[CH3:13])[C:3]1=[O:22].[NH2:23][C:24]1[N:29]=[CH:28][N:27]=[C:26]2[NH:30][N:31]=[C:32]([C:33]#[N:34])[C:25]=12.C([O-])([O-])=O.[K+].[K+], predict the reaction product. The product is: [NH2:23][C:24]1[N:29]=[CH:28][N:27]=[C:26]2[N:30]([CH:2]3[CH2:6][CH2:5][N:4]([C:7]4[CH:8]=[N:9][N:10]([C:15]5[CH:20]=[CH:19][C:18]([F:21])=[CH:17][CH:16]=5)[C:11]=4[CH:12]([CH3:14])[CH3:13])[C:3]3=[O:22])[N:31]=[C:32]([C:33]#[N:34])[C:25]=12. (2) Given the reactants [Br:1][C:2]1[CH:7]=[C:6]([N+:8]([O-:10])=[O:9])[C:5](F)=[CH:4][C:3]=1F.[CH3:13][O-:14].[Na+].O.[O:17]1CCOC[CH2:18]1, predict the reaction product. The product is: [Br:1][C:2]1[CH:7]=[C:6]([N+:8]([O-:10])=[O:9])[C:5]([O:17][CH3:18])=[CH:4][C:3]=1[O:14][CH3:13]. (3) The product is: [F:19][C:16]1[CH:17]=[CH:18][C:13]([CH2:12][CH2:11][CH2:10][N:8]([CH3:9])[C:6]2[N:7]=[C:2]([N:35]3[CH2:36][CH2:37][N:32]([CH3:31])[CH2:33][CH2:34]3)[N:3]=[C:4]([CH2:20][NH:21][CH2:22][CH2:23][C:24]3[CH:29]=[CH:28][C:27]([OH:30])=[CH:26][CH:25]=3)[N:5]=2)=[CH:14][CH:15]=1. Given the reactants Cl[C:2]1[N:7]=[C:6]([N:8]([CH2:10][CH2:11][CH2:12][C:13]2[CH:18]=[CH:17][C:16]([F:19])=[CH:15][CH:14]=2)[CH3:9])[N:5]=[C:4]([CH2:20][NH:21][CH2:22][CH2:23][C:24]2[CH:29]=[CH:28][C:27]([OH:30])=[CH:26][CH:25]=2)[N:3]=1.[CH3:31][N:32]1[CH2:37][CH2:36][NH:35][CH2:34][CH2:33]1.CC#N.C(O)(C(F)(F)F)=O, predict the reaction product. (4) Given the reactants [C:1]([O:5][C:6](=[O:15])[NH:7][CH:8]1[CH2:13][CH2:12][CH:11]([NH2:14])[CH2:10][CH2:9]1)([CH3:4])([CH3:3])[CH3:2].Br[CH2:17][CH2:18][O:19][CH2:20][CH2:21]Br.C(N(CC)CC)C, predict the reaction product. The product is: [O:19]1[CH2:20][CH2:21][N:14]([C@H:11]2[CH2:10][CH2:9][C@H:8]([NH:7][C:6](=[O:15])[O:5][C:1]([CH3:4])([CH3:2])[CH3:3])[CH2:13][CH2:12]2)[CH2:17][CH2:18]1. (5) Given the reactants Br[C:2]1[S:3][C:4]([CH3:7])=[CH:5][CH:6]=1.[O-]P([O-])([O-])=O.[K+].[K+].[K+].[Cl:16][C:17]1[CH:22]=[CH:21][C:20](B(O)O)=[CH:19][CH:18]=1, predict the reaction product. The product is: [Cl:16][C:17]1[CH:22]=[CH:21][C:20]([C:2]2[S:3][C:4]([CH3:7])=[CH:5][CH:6]=2)=[CH:19][CH:18]=1. (6) Given the reactants [F:1][C:2]([C:20]1[CH:21]=[C:22]2[C:27](=[CH:28][CH:29]=1)[N:26]=[CH:25][CH:24]=[CH:23]2)([F:19])[C:3]([N:5]1[N:6]=[C:7]([C:13]2[CH:14]=[N:15][N:16]([CH3:18])[CH:17]=2)[CH:8]=[CH:9]/[C:10]/1=[N:11]\[NH2:12])=O.COCC(O)C.C(=O)([O-])[O-].[Na+].[Na+].C1(C)C=CC=CC=1, predict the reaction product. The product is: [F:1][C:2]([F:19])([C:3]1[N:5]2[N:6]=[C:7]([C:13]3[CH:14]=[N:15][N:16]([CH3:18])[CH:17]=3)[CH:8]=[CH:9][C:10]2=[N:11][N:12]=1)[C:20]1[CH:21]=[C:22]2[C:27](=[CH:28][CH:29]=1)[N:26]=[CH:25][CH:24]=[CH:23]2. (7) Given the reactants CO[C:3](=[O:15])[C:4]1[CH:9]=[C:8]([OH:10])[CH:7]=[C:6](OCOC)[CH:5]=1.Br[C:17]1[CH:18]=[CH:19][C:20]([S:23]([CH:26]([CH3:28])[CH3:27])(=[O:25])=[O:24])=[N:21][CH:22]=1.[O:29]([CH2:37][C@H:38]([OH:40])[CH3:39])[Si](C(C)(C)C)(C)C.[NH2:41][C:42]1[CH:46]=[CH:45][N:44]([CH3:47])[N:43]=1, predict the reaction product. The product is: [OH:29][CH2:37][CH:38]([CH3:39])[O:40][C:6]1[CH:7]=[C:8]([O:10][C:17]2[CH:22]=[N:21][C:20]([S:23]([CH:26]([CH3:28])[CH3:27])(=[O:25])=[O:24])=[CH:19][CH:18]=2)[CH:9]=[C:4]([CH:5]=1)[C:3]([NH:41][C:42]1[CH:46]=[CH:45][N:44]([CH3:47])[N:43]=1)=[O:15]. (8) Given the reactants C(N(CC)CC)C.[C:8](Cl)(=[O:11])[CH:9]=[CH2:10].[NH2:13][CH2:14][CH2:15][N:16]1[C:20]2=[N:21][CH:22]=[N:23][C:24]([NH2:25])=[C:19]2[C:18]([C:26]2[CH:31]=[CH:30][C:29]([O:32][C:33]3[C:38]([F:39])=[C:37]([F:40])[CH:36]=[C:35]([F:41])[C:34]=3[F:42])=[CH:28][C:27]=2[F:43])=[N:17]1.C(#N)C.O, predict the reaction product. The product is: [NH2:25][C:24]1[N:23]=[CH:22][N:21]=[C:20]2[N:16]([CH2:15][CH2:14][NH:13][C:8](=[O:11])[CH:9]=[CH2:10])[N:17]=[C:18]([C:26]3[CH:31]=[CH:30][C:29]([O:32][C:33]4[C:38]([F:39])=[C:37]([F:40])[CH:36]=[C:35]([F:41])[C:34]=4[F:42])=[CH:28][C:27]=3[F:43])[C:19]=12. (9) Given the reactants [CH2:1]1[C:5]2[CH:6]=[CH:7][C:8]([OH:10])=[CH:9][C:4]=2[CH2:3][O:2]1.F[C:12]1[CH:17]=[CH:16][C:15]([N+:18]([O-:20])=[O:19])=[CH:14][CH:13]=1.C(=O)([O-])[O-].[K+].[K+], predict the reaction product. The product is: [N+:18]([C:15]1[CH:16]=[CH:17][C:12]([O:10][C:8]2[CH:7]=[CH:6][C:5]3[CH2:1][O:2][CH2:3][C:4]=3[CH:9]=2)=[CH:13][CH:14]=1)([O-:20])=[O:19]. (10) Given the reactants [N+:1]([CH2:3][C:4]([O:6][CH2:7][CH3:8])=[O:5])#[C-:2].[CH3:9][C:10]([CH3:13])([O-])[CH3:11].[K+].Cl, predict the reaction product. The product is: [CH2:7]([O:6][C:4]([C:3]1[NH:1][CH:2]=[C:9]2[C:11]=1[CH:10]1[CH2:13][CH2:13][CH:10]2[CH:11]=[CH:9]1)=[O:5])[CH3:8].